From a dataset of Full USPTO retrosynthesis dataset with 1.9M reactions from patents (1976-2016). Predict the reactants needed to synthesize the given product. (1) The reactants are: C([O:4][C:5]1[C:9]2[CH:10]=[CH:11][CH:12]=[CH:13][C:8]=2[O:7][C:6]=1[CH2:14][CH2:15][CH2:16][CH3:17])(=O)C.Cl.[OH-].[Na+]. Given the product [CH2:14]([CH:6]1[C:5](=[O:4])[C:9]2[CH:10]=[CH:11][CH:12]=[CH:13][C:8]=2[O:7]1)[CH2:15][CH2:16][CH3:17], predict the reactants needed to synthesize it. (2) Given the product [C:1]([N:31]1[CH2:32][CH2:33][CH:28]([O:27][C:21]2[CH:20]=[C:19]3[C:24]([C:15]([NH:14][C:10]4[CH:11]=[CH:12][CH:13]=[C:8]([Cl:7])[C:9]=4[F:34])=[N:16][CH:17]=[N:18]3)=[CH:23][C:22]=2[O:25][CH3:26])[CH2:29][CH2:30]1)(=[O:3])[CH3:2], predict the reactants needed to synthesize it. The reactants are: [C:1](Cl)(=[O:3])[CH3:2].Cl.Cl.[Cl:7][C:8]1[C:9]([F:34])=[C:10]([NH:14][C:15]2[C:24]3[C:19](=[CH:20][C:21]([O:27][CH:28]4[CH2:33][CH2:32][NH:31][CH2:30][CH2:29]4)=[C:22]([O:25][CH3:26])[CH:23]=3)[N:18]=[CH:17][N:16]=2)[CH:11]=[CH:12][CH:13]=1.C(N(C(C)C)CC)(C)C. (3) Given the product [CH2:20]([O:27][C@@H:28]1[C@@H:34]([O:35][CH2:36][C:37]2[CH:38]=[CH:39][CH:40]=[CH:41][CH:42]=2)[C@H:33]([O:43][CH2:44][C:45]2[CH:46]=[CH:47][CH:48]=[CH:49][CH:50]=2)[C@@H:32]([CH2:51][O:52][CH2:53][C:54]2[CH:55]=[CH:56][CH:57]=[CH:58][CH:59]=2)[O:31][C@H:13]1[C:8]1[CH:9]=[CH:10][CH:11]=[C:12]([CH3:1])[C:7]=1[F:6])[C:21]1[CH:22]=[CH:23][CH:24]=[CH:25][CH:26]=1, predict the reactants needed to synthesize it. The reactants are: [CH2:1]([Li])CCC.[F:6][C:7]1[CH:12]=[CH:11][CH:10]=[CH:9][C:8]=1[CH3:13].CC(C)([O-])C.[K+].[CH2:20]([O:27][C@@H:28]1[C@@H:34]([O:35][CH2:36][C:37]2[CH:42]=[CH:41][CH:40]=[CH:39][CH:38]=2)[C@H:33]([O:43][CH2:44][C:45]2[CH:50]=[CH:49][CH:48]=[CH:47][CH:46]=2)[C@@H:32]([CH2:51][O:52][CH2:53][C:54]2[CH:59]=[CH:58][CH:57]=[CH:56][CH:55]=2)[O:31]C1=O)[C:21]1[CH:26]=[CH:25][CH:24]=[CH:23][CH:22]=1.Cl. (4) Given the product [CH2:35]([C@@H:2]1[O:6][C:5]([C:7]2[NH:8][C:9]([C:12]3[CH:17]=[C:16]([O:18][Si:19]([CH:23]([CH3:25])[CH3:24])([CH:26]([CH3:28])[CH3:27])[CH:20]([CH3:21])[CH3:22])[CH:15]=[C:14]([O:29][C@@H:30]([CH3:34])[CH2:31][O:32][CH3:33])[CH:13]=3)=[CH:10][CH:11]=2)=[N:4][CH2:3]1)[CH3:36], predict the reactants needed to synthesize it. The reactants are: O[C@H:2]([CH2:35][CH3:36])[CH2:3][NH:4][C:5]([C:7]1[NH:8][C:9]([C:12]2[CH:17]=[C:16]([O:18][Si:19]([CH:26]([CH3:28])[CH3:27])([CH:23]([CH3:25])[CH3:24])[CH:20]([CH3:22])[CH3:21])[CH:15]=[C:14]([O:29][C@@H:30]([CH3:34])[CH2:31][O:32][CH3:33])[CH:13]=2)=[CH:10][CH:11]=1)=[O:6].CS(O)(=O)=O.C(N(CC)CC)C.[Cl-].[NH4+]. (5) Given the product [O:7]=[C:4]1[O:5][N:3]=[C:33]([C:28]2[CH:29]=[CH:30][CH:31]=[CH:32][C:27]=2[C:24]2[CH:25]=[CH:26][C:21]([CH2:20][C:19]3[C:14](=[O:13])[N:15]([C@H:41]4[CH2:46][CH2:45][C@H:44]([O:47][CH2:48][C:49]([OH:55])([CH3:54])[C:50]([F:52])([F:53])[F:51])[CH2:43][CH2:42]4)[C:16]4[N:17]([N:38]=[CH:39][N:40]=4)[C:18]=3[CH2:35][CH2:36][CH3:37])=[CH:22][CH:23]=2)[NH:34]1, predict the reactants needed to synthesize it. The reactants are: [Cl-].O[NH3+:3].[C:4](=[O:7])([O-])[OH:5].[Na+].CS(C)=O.[O:13]=[C:14]1[C:19]([CH2:20][C:21]2[CH:26]=[CH:25][C:24]([C:27]3[C:28]([C:33]#[N:34])=[CH:29][CH:30]=[CH:31][CH:32]=3)=[CH:23][CH:22]=2)=[C:18]([CH2:35][CH2:36][CH3:37])[N:17]2[N:38]=[CH:39][N:40]=[C:16]2[N:15]1[C@H:41]1[CH2:46][CH2:45][C@H:44]([O:47][CH2:48][C:49]([OH:55])([CH3:54])[C:50]([F:53])([F:52])[F:51])[CH2:43][CH2:42]1.